Dataset: Full USPTO retrosynthesis dataset with 1.9M reactions from patents (1976-2016). Task: Predict the reactants needed to synthesize the given product. (1) The reactants are: [Cl:1][C:2]1[CH:7]=[CH:6][C:5]([CH:8]([C:23]2[CH:28]=[CH:27][C:26]([C:29]([F:32])([F:31])[F:30])=[CH:25][CH:24]=2)[O:9][C:10]2[CH:19]=[CH:18][C:17]([N+:20]([O-])=O)=[CH:16][C:11]=2[C:12]([O:14][CH3:15])=[O:13])=[CH:4][CH:3]=1.[Cl-].[Ca+2].[Cl-]. Given the product [NH2:20][C:17]1[CH:18]=[CH:19][C:10]([O:9][CH:8]([C:5]2[CH:4]=[CH:3][C:2]([Cl:1])=[CH:7][CH:6]=2)[C:23]2[CH:28]=[CH:27][C:26]([C:29]([F:30])([F:31])[F:32])=[CH:25][CH:24]=2)=[C:11]([CH:16]=1)[C:12]([O:14][CH3:15])=[O:13], predict the reactants needed to synthesize it. (2) The reactants are: C[O:2][C:3](=[O:25])[C:4]1[C:5](=[C:10]([NH:14][C:15]2[CH:20]=[CH:19][C:18]([C:21]([CH3:24])([CH3:23])[CH3:22])=[CH:17][CH:16]=2)[CH:11]=[CH:12][CH:13]=1)[C:6]([O:8]C)=[O:7].[OH-].[Na+]. Given the product [C:21]([C:18]1[CH:17]=[CH:16][C:15]([NH:14][C:10]2[CH:11]=[CH:12][CH:13]=[C:4]([C:3]([OH:25])=[O:2])[C:5]=2[C:6]([OH:8])=[O:7])=[CH:20][CH:19]=1)([CH3:24])([CH3:22])[CH3:23], predict the reactants needed to synthesize it. (3) The reactants are: [F:1][C:2]([F:24])([F:23])[C:3]1[CH:4]=[C:5]2[C:11]3([CH2:15][CH2:14][N:13](C(OC(C)(C)C)=O)[CH2:12]3)[CH2:10][NH:9][C:6]2=[CH:7][CH:8]=1.Cl[C:26](=[O:32])[C:27]([O:29]CC)=O.Cl.[NH2:34][C:35]1[S:36][C:37]([Cl:40])=[CH:38][N:39]=1.[CH3:41][NH2:42].[O:43]1[CH2:47]CCC1. Given the product [Cl:40][C:37]1[S:36][C:35]([NH:34][C:47]([N:9]2[C:6]3[C:5](=[CH:4][C:3]([C:2]([F:1])([F:24])[F:23])=[CH:8][CH:7]=3)[C:11]3([CH2:15][CH2:14][N:13]([C:27](=[O:29])[C:26]([NH:42][CH3:41])=[O:32])[CH2:12]3)[CH2:10]2)=[O:43])=[N:39][CH:38]=1, predict the reactants needed to synthesize it. (4) Given the product [S:21]([OH:24])([OH:23])(=[O:22])=[O:20].[CH2:1]([NH:5][C:6]1[N:11]=[C:10]([NH:12][CH2:13][CH2:14][CH3:15])[N:9]=[C:8]([NH:16][CH2:17][C:18]#[CH:19])[N:7]=1)[CH2:2][CH2:3][CH3:4].[CH2:1]([NH:5][C:6]1[N:11]=[C:10]([NH:12][CH2:13][CH2:14][CH3:15])[N:9]=[C:8]([NH:16][CH2:17][C:18]#[CH:19])[N:7]=1)[CH2:2][CH2:3][CH3:4], predict the reactants needed to synthesize it. The reactants are: [CH2:1]([NH:5][C:6]1[N:11]=[C:10]([NH:12][CH2:13][CH2:14][CH3:15])[N:9]=[C:8]([NH:16][CH2:17][C:18]#[CH:19])[N:7]=1)[CH2:2][CH2:3][CH3:4].[OH:20][S:21]([OH:24])(=[O:23])=[O:22].S(O)(O)(=O)=O.CN(C)C1N=C(NCCC)N=C(NCC#C)N=1.CN(C)C1N=C(NCCC)N=C(NCC#C)N=1. (5) Given the product [C:33]([C:2]1[CH:3]=[C:4]([CH:7]=[CH:8][C:9]=1[O:10][CH2:11][CH2:12][N:13]1[CH2:18][CH2:17][O:16][CH2:15][CH2:14]1)[CH:5]=[O:6])#[N:34], predict the reactants needed to synthesize it. The reactants are: Br[C:2]1[CH:3]=[C:4]([CH:7]=[CH:8][C:9]=1[O:10][CH2:11][CH2:12][N:13]1[CH2:18][CH2:17][O:16][CH2:15][CH2:14]1)[CH:5]=[O:6].C([Li])CCC.C1(C)C=CC(S([C:33]#[N:34])(=O)=O)=CC=1. (6) Given the product [CH2:1]([N:8]1[C:23]2[CH2:24][CH:25]3[N:20]([S:17]([C:14]4[CH:15]=[CH:16][C:11]([Cl:10])=[CH:12][CH:13]=4)(=[O:19])=[O:18])[CH:21]([CH2:28][CH2:27][CH2:26]3)[C:22]=2[CH:30]=[N:9]1)[C:2]1[CH:7]=[CH:6][CH:5]=[CH:4][CH:3]=1, predict the reactants needed to synthesize it. The reactants are: [CH2:1]([NH:8][NH2:9])[C:2]1[CH:7]=[CH:6][CH:5]=[CH:4][CH:3]=1.[Cl:10][C:11]1[CH:16]=[CH:15][C:14]([S:17]([N:20]2[CH:25]3[CH2:26][CH2:27][CH2:28][CH:21]2[C:22](=[CH:30]O)[C:23](=O)[CH2:24]3)(=[O:19])=[O:18])=[CH:13][CH:12]=1. (7) Given the product [CH:13]([S:10]([C:4]1[CH:3]=[C:2]([B:16]2[O:20][C:19]([CH3:22])([CH3:21])[C:18]([CH3:24])([CH3:23])[O:17]2)[CH:7]=[CH:6][C:5]=1[O:8][CH3:9])(=[O:12])=[O:11])([CH3:15])[CH3:14], predict the reactants needed to synthesize it. The reactants are: Br[C:2]1[CH:7]=[CH:6][C:5]([O:8][CH3:9])=[C:4]([S:10]([CH:13]([CH3:15])[CH3:14])(=[O:12])=[O:11])[CH:3]=1.[B:16]1([B:16]2[O:20][C:19]([CH3:22])([CH3:21])[C:18]([CH3:24])([CH3:23])[O:17]2)[O:20][C:19]([CH3:22])([CH3:21])[C:18]([CH3:24])([CH3:23])[O:17]1.C([O-])(=O)C.[K+].